The task is: Predict the product of the given reaction.. This data is from Forward reaction prediction with 1.9M reactions from USPTO patents (1976-2016). Given the reactants [N+:1]([C:4]1[CH:11]=[CH:10][CH:9]=[C:8]([N+:12]([O-])=O)[C:5]=1[NH:6][CH3:7])([O-])=O, predict the reaction product. The product is: [CH3:7][NH:6][C:5]1[C:8]([NH2:12])=[CH:9][CH:10]=[CH:11][C:4]=1[NH2:1].